The task is: Regression. Given two drug SMILES strings and cell line genomic features, predict the synergy score measuring deviation from expected non-interaction effect.. This data is from NCI-60 drug combinations with 297,098 pairs across 59 cell lines. (1) Drug 1: CC1=C(C(CCC1)(C)C)C=CC(=CC=CC(=CC(=O)O)C)C. Drug 2: CCN(CC)CCCC(C)NC1=C2C=C(C=CC2=NC3=C1C=CC(=C3)Cl)OC. Cell line: SW-620. Synergy scores: CSS=21.0, Synergy_ZIP=-1.75, Synergy_Bliss=2.39, Synergy_Loewe=-10.7, Synergy_HSA=-1.57. (2) Drug 1: CC(C1=C(C=CC(=C1Cl)F)Cl)OC2=C(N=CC(=C2)C3=CN(N=C3)C4CCNCC4)N. Drug 2: CNC(=O)C1=CC=CC=C1SC2=CC3=C(C=C2)C(=NN3)C=CC4=CC=CC=N4. Cell line: NCI-H460. Synergy scores: CSS=6.90, Synergy_ZIP=-3.11, Synergy_Bliss=2.76, Synergy_Loewe=0.863, Synergy_HSA=2.53. (3) Drug 1: C1=NC(=NC(=O)N1C2C(C(C(O2)CO)O)O)N. Drug 2: CC1CCC2CC(C(=CC=CC=CC(CC(C(=O)C(C(C(=CC(C(=O)CC(OC(=O)C3CCCCN3C(=O)C(=O)C1(O2)O)C(C)CC4CCC(C(C4)OC)OCCO)C)C)O)OC)C)C)C)OC. Cell line: MCF7. Synergy scores: CSS=2.67, Synergy_ZIP=-3.70, Synergy_Bliss=-3.53, Synergy_Loewe=-3.33, Synergy_HSA=-2.68. (4) Drug 1: C1=C(C(=O)NC(=O)N1)N(CCCl)CCCl. Drug 2: C1=CC(=CC=C1CC(C(=O)O)N)N(CCCl)CCCl.Cl. Cell line: TK-10. Synergy scores: CSS=14.8, Synergy_ZIP=-2.98, Synergy_Bliss=2.04, Synergy_Loewe=-1.97, Synergy_HSA=0.00307. (5) Drug 1: C1CC2CC3=C(CC1C24CN(S(=O)(=O)N4)CC(F)(F)F)C=CC(=C3)C=CCN5CCC(CC5)C(F)(F)F. Drug 2: CNC(=O)C1=NC=CC(=C1)OC2=CC=C(C=C2)NC(=O)NC3=CC(=C(C=C3)Cl)C(F)(F)F. Cell line: SK-OV-3. Synergy scores: CSS=70.4, Synergy_ZIP=26.6, Synergy_Bliss=28.2, Synergy_Loewe=11.5, Synergy_HSA=27.1. (6) Drug 1: C1=CN(C=N1)CC(O)(P(=O)(O)O)P(=O)(O)O. Drug 2: C1CN(CCN1C(=O)CCBr)C(=O)CCBr. Cell line: CCRF-CEM. Synergy scores: CSS=50.5, Synergy_ZIP=-2.01, Synergy_Bliss=-1.45, Synergy_Loewe=3.70, Synergy_HSA=2.31.